From a dataset of Full USPTO retrosynthesis dataset with 1.9M reactions from patents (1976-2016). Predict the reactants needed to synthesize the given product. (1) Given the product [NH2:8][C:6]1[CH:7]=[C:2]([CH3:1])[C:3]([C:11]#[N:12])=[N:4][CH:5]=1, predict the reactants needed to synthesize it. The reactants are: [CH3:1][C:2]1[C:3]([C:11]#[N:12])=[N:4][CH:5]=[C:6]([N+:8]([O-])=O)[CH:7]=1.[H][H]. (2) Given the product [CH2:53]([C:38]1[N:39]=[C:40]([CH3:52])[N:41]([C:44]2[N:49]=[CH:48][C:47]([O:50][CH3:51])=[CH:46][N:45]=2)[C:42](=[O:43])[C:37]=1[CH2:36][C:33]1[CH:34]=[CH:35][C:30]([C:25]2[C:24]([S:21]([NH2:20])(=[O:23])=[O:22])=[CH:29][CH:28]=[CH:27][CH:26]=2)=[CH:31][CH:32]=1)[CH2:54][CH2:55][CH3:56], predict the reactants needed to synthesize it. The reactants are: FC(F)(F)C(O)=O.C1(OC)C=CC=CC=1.C([NH:20][S:21]([C:24]1[C:25]([C:30]2[CH:35]=[CH:34][C:33]([CH2:36][C:37]3[C:42](=[O:43])[N:41]([C:44]4[N:49]=[CH:48][C:47]([O:50][CH3:51])=[CH:46][N:45]=4)[C:40]([CH3:52])=[N:39][C:38]=3[CH2:53][CH2:54][CH2:55][CH3:56])=[CH:32][CH:31]=2)=[CH:26][CH:27]=[CH:28][CH:29]=1)(=[O:23])=[O:22])(C)(C)C.[OH-].[Na+]. (3) Given the product [F:29][C:28]([F:31])([F:30])[S:25]([O:17][C:11]1[CH:10]=[C:9]([O:8][CH2:1][C:2]2[CH:3]=[CH:4][CH:5]=[CH:6][CH:7]=2)[CH:16]=[CH:15][C:12]=1[CH:13]=[O:14])(=[O:27])=[O:26], predict the reactants needed to synthesize it. The reactants are: [CH2:1]([O:8][C:9]1[CH:16]=[CH:15][C:12]([CH:13]=[O:14])=[C:11]([OH:17])[CH:10]=1)[C:2]1[CH:7]=[CH:6][CH:5]=[CH:4][CH:3]=1.C(N(CC)CC)C.[S:25](O[S:25]([C:28]([F:31])([F:30])[F:29])(=[O:27])=[O:26])([C:28]([F:31])([F:30])[F:29])(=[O:27])=[O:26]. (4) Given the product [CH3:35][CH:34]([N:37]([CH2:6][C@H:7]1[CH2:12][N:11]([S:13]([C:16]2[S:17][CH:18]=[CH:19][CH:20]=2)(=[O:15])=[O:14])[CH2:10][CH2:9][N:8]1[C:21]1[CH:22]=[CH:23][C:24]([C:27]([OH:33])([CH3:32])[C:28]([F:29])([F:30])[F:31])=[CH:25][CH:26]=1)[CH:38]([CH3:40])[CH3:39])[CH3:36], predict the reactants needed to synthesize it. The reactants are: CS(O[CH2:6][C@H:7]1[CH2:12][N:11]([S:13]([C:16]2[S:17][CH:18]=[CH:19][CH:20]=2)(=[O:15])=[O:14])[CH2:10][CH2:9][N:8]1[C:21]1[CH:26]=[CH:25][C:24]([C:27]([OH:33])([CH3:32])[C:28]([F:31])([F:30])[F:29])=[CH:23][CH:22]=1)(=O)=O.[CH:34]([NH:37][CH:38]([CH3:40])[CH3:39])([CH3:36])[CH3:35].C(=O)([O-])[O-].[K+].[K+]. (5) Given the product [OH:3][CH2:4][CH2:5][C:6]1[CH:7]=[C:8]([CH:14]=[CH:15][CH:16]=1)[C:9]([O:11][CH2:12][CH3:13])=[O:10], predict the reactants needed to synthesize it. The reactants are: C([O:3][C:4](=O)[CH2:5][C:6]1[CH:7]=[C:8]([CH:14]=[CH:15][CH:16]=1)[C:9]([O:11][CH2:12][CH3:13])=[O:10])C.C1COCC1.[BH4-].[Li+].[Cl-].[NH4+]. (6) The reactants are: Cl[C:2]1[C:7]([N+:8]([O-:10])=[O:9])=[CH:6][CH:5]=[C:4]([Cl:11])[N:3]=1.Cl.[NH2:13][CH2:14][CH2:15][C:16]([O:18][CH2:19][CH3:20])=[O:17].C(N(C(C)C)CC)(C)C.C([O-])(O)=O.[Na+]. Given the product [Cl:11][C:4]1[N:3]=[C:2]([NH:13][CH2:14][CH2:15][C:16]([O:18][CH2:19][CH3:20])=[O:17])[C:7]([N+:8]([O-:10])=[O:9])=[CH:6][CH:5]=1, predict the reactants needed to synthesize it. (7) Given the product [CH3:1][N:2]([CH3:3])[CH2:4][CH2:5][O:6][C:16]1[N:15]=[C:14]([NH:13][CH2:12][C:8]2[S:7][CH:11]=[CH:10][CH:9]=2)[N:19]=[C:18]([NH:20][C:21]2[CH:26]=[CH:25][CH:24]=[C:23]([C:27]([F:29])([F:30])[F:28])[CH:22]=2)[N:17]=1, predict the reactants needed to synthesize it. The reactants are: [CH3:1][N:2]([CH2:4][CH2:5][OH:6])[CH3:3].[S:7]1[CH:11]=[CH:10][CH:9]=[C:8]1[CH2:12][NH:13][C:14]1[N:19]=[C:18]([NH:20][C:21]2[CH:26]=[CH:25][CH:24]=[C:23]([C:27]([F:30])([F:29])[F:28])[CH:22]=2)[N:17]=[C:16](Cl)[N:15]=1.